From a dataset of Experimentally validated miRNA-target interactions with 360,000+ pairs, plus equal number of negative samples. Binary Classification. Given a miRNA mature sequence and a target amino acid sequence, predict their likelihood of interaction. (1) The miRNA is hsa-miR-6078 with sequence CCGCCUGAGCUAGCUGUGG. The protein sequence of the target gene is MAKVPDLFEDLKNCYSENEDYSSAIDHLSLNQKSFYDASYGSLHETCTDQFVSLRTSETSKMSNFTFKESRVTVSATSSNGKILKKRRLSFSETFTEDDLQSITHDLEETIQPRSAPYTYQSDLRYKLMKLVRQKFVMNDSLNQTIYQDVDKHYLSTTWLNDLQQEVKFDMYAYSSGGDDSKYPVTLKISDSQLFVSAQGEDQPVLLKELPETPKLITGSETDLIFFWKSINSKNYFTSAAYPELFIATKEQSRVHLARGLPSMTDFQIS. Result: 0 (no interaction). (2) The miRNA is hsa-miR-6795-3p with sequence ACCCCUCGUUUCUUCCCCCAG. Result: 1 (interaction). The protein sequence of the target gene is MVGVKPVGSDPDFQPELSGAGSRLAVVKFTMRGCGPCLRIAPAFSSMSNKYPQAVFLEVDVHQCQGTAATNNISATPTFLFFRNKVRIDQYQGADAVGLEEKIKQHLENDPGSNEDTDIPKGYMDLMPFINKAGCECLNESDEHGFDNCLRKDTTFLESDCDEQLLITVAFNQPVKLYSMKFQGPDNGQGPKYVKIFINLPRSMDFEEAERSEPTQALELTEDDIKEDGIVPLRYVKFQNVNSVTIFVQSNQGEEETTRISYFTFIGTPVQATNMNDFKRVVGKKGESH.